This data is from Full USPTO retrosynthesis dataset with 1.9M reactions from patents (1976-2016). The task is: Predict the reactants needed to synthesize the given product. (1) Given the product [O:1]1[C:5]2[CH:6]=[CH:7][CH:8]=[CH:9][C:4]=2[N:3]=[C:2]1[CH:10]([C:28]1[CH:33]=[CH:32][CH:31]=[CH:30][CH:29]=1)[NH:11][S:12]([C:15]1[CH:25]=[CH:24][C:18]2[O:19][CH2:20][CH2:21][CH2:22][O:23][C:17]=2[CH:16]=1)(=[O:14])=[O:13], predict the reactants needed to synthesize it. The reactants are: [O:1]1[C:5]2[CH:6]=[CH:7][CH:8]=[CH:9][C:4]=2[N:3]=[C:2]1[CH:10]=[N:11][S:12]([C:15]1[CH:25]=[CH:24][C:18]2[O:19][CH2:20][CH2:21][CH2:22][O:23][C:17]=2[CH:16]=1)(=[O:14])=[O:13].Br[Mg][C:28]1[CH:33]=[CH:32][CH:31]=[CH:30][CH:29]=1.[Cl-].[NH4+]. (2) Given the product [F:44][C:45]([F:58])([F:57])[S:46]([O:9][C:8]1[N:7]=[C:6]([C:10]2[CH:15]=[CH:14][CH:13]=[CH:12][C:11]=2[O:17][CH2:18][C:19]2[CH:24]=[CH:23][CH:22]=[CH:21][CH:20]=2)[N:5]([CH2:25][CH2:26][C:27]2[CH:32]=[CH:31][CH:30]=[C:29]([F:33])[CH:28]=2)[C:4](=[O:34])[C:3]=1[CH2:1][CH3:2])(=[O:48])=[O:47], predict the reactants needed to synthesize it. The reactants are: [CH2:1]([C:3]1[C:4](=[O:34])[N:5]([CH2:25][CH2:26][C:27]2[CH:32]=[CH:31][CH:30]=[C:29]([F:33])[CH:28]=2)[C:6]([C:10]2[CH:15]=[CH:14][CH:13]=[C:12](F)[C:11]=2[O:17][CH2:18][C:19]2[CH:24]=[CH:23][CH:22]=[CH:21][CH:20]=2)=[N:7][C:8]=1[OH:9])[CH3:2].N1C(C)=CC(C)=CC=1C.[F:44][C:45]([F:58])([F:57])[S:46](O[S:46]([C:45]([F:58])([F:57])[F:44])(=[O:48])=[O:47])(=[O:48])=[O:47].